This data is from Reaction yield outcomes from USPTO patents with 853,638 reactions. The task is: Predict the reaction yield, written as a fraction of the theoretical maximum amount of product (1.0 means a 100% yield; for example, 0.34 means a 34% yield). (1) The reactants are [NH2:1][C:2]1[N:10]=[CH:9][CH:8]=[CH:7][C:3]=1[C:4](O)=[O:5].[H-].[H-].[H-].[H-].[Li+].[Al+3].C1COCC1. No catalyst specified. The product is [NH2:1][C:2]1[C:3]([CH2:4][OH:5])=[CH:7][CH:8]=[CH:9][N:10]=1. The yield is 0.870. (2) The product is [C:1]([O:5][C:6](=[O:25])[C:7]1[CH:8]=[C:9]([N:32]2[CH2:36][CH2:35][CH2:34][C:33]2=[O:37])[CH:10]=[C:11]([N:13]([S:20]([CH3:23])(=[O:22])=[O:21])[C:14]2[CH:19]=[CH:18][CH:17]=[CH:16][CH:15]=2)[CH:12]=1)([CH3:4])([CH3:3])[CH3:2]. The catalyst is C1C=CC(/C=C/C(/C=C/C2C=CC=CC=2)=O)=CC=1.C1C=CC(/C=C/C(/C=C/C2C=CC=CC=2)=O)=CC=1.C1C=CC(/C=C/C(/C=C/C2C=CC=CC=2)=O)=CC=1.[Pd].[Pd].CC1(C)C2C(=C(P(C3C=CC=CC=3)C3C=CC=CC=3)C=CC=2)OC2C(P(C3C=CC=CC=3)C3C=CC=CC=3)=CC=CC1=2.C1(C)C=CC=CC=1. The reactants are [C:1]([O:5][C:6](=[O:25])[C:7]1[CH:12]=[C:11]([N:13]([S:20]([CH3:23])(=[O:22])=[O:21])[C:14]2[CH:19]=[CH:18][CH:17]=[CH:16][CH:15]=2)[CH:10]=[C:9](Br)[CH:8]=1)([CH3:4])([CH3:3])[CH3:2].C([O-])([O-])=O.[Cs+].[Cs+].[NH:32]1[CH2:36][CH2:35][CH2:34][C:33]1=[O:37]. The yield is 0.900. (3) The reactants are [CH3:1][O:2][C:3]([C:5]1[CH:10]=[CH:9][C:8]([CH:11]([C:15]([OH:17])=O)C(O)=O)=[CH:7][CH:6]=1)=[O:4].[NH2:18][C:19]1[CH:20]=[CH:21][CH:22]=[C:23]2[C:28]=1[N:27]=[CH:26][CH:25]=[CH:24]2.C(Cl)CCl.O. The catalyst is CO.C(Cl)Cl. The product is [O:17]=[C:15]([NH:18][C:19]1[CH:20]=[CH:21][CH:22]=[C:23]2[C:28]=1[N:27]=[CH:26][CH:25]=[CH:24]2)[CH2:11][C:8]1[CH:7]=[CH:6][C:5]([C:3]([O:2][CH3:1])=[O:4])=[CH:10][CH:9]=1. The yield is 0.850. (4) The reactants are [C:1]1([CH3:15])[CH:6]=[CH:5][C:4]([NH:7][C:8]2[CH:13]=[CH:12][C:11]([CH3:14])=[CH:10][CH:9]=2)=[CH:3][CH:2]=1.Br[C:17]1[CH:22]=[CH:21][C:20]([C:23]2[CH:28]=[CH:27][C:26]([Br:29])=[CH:25][CH:24]=2)=[CH:19][CH:18]=1.CC(C)([O-])C.[Na+]. The catalyst is C1C=CC(/C=C/C(/C=C/C2C=CC=CC=2)=O)=CC=1.C1C=CC(/C=C/C(/C=C/C2C=CC=CC=2)=O)=CC=1.C1C=CC(/C=C/C(/C=C/C2C=CC=CC=2)=O)=CC=1.[Pd].[Pd].C(OCC)(=O)C. The product is [Br:29][C:26]1[CH:27]=[CH:28][C:23]([C:20]2[CH:21]=[CH:22][C:17]([N:7]([C:8]3[CH:9]=[CH:10][C:11]([CH3:14])=[CH:12][CH:13]=3)[C:4]3[CH:3]=[CH:2][C:1]([CH3:15])=[CH:6][CH:5]=3)=[CH:18][CH:19]=2)=[CH:24][CH:25]=1. The yield is 0.0300. (5) The reactants are [N:1]12[CH2:8][CH2:7][CH:4]([CH2:5][CH2:6]1)[CH:3]([CH2:9][C:10]([OH:12])=O)[CH2:2]2.[C:13]1([CH3:23])[CH:18]=[CH:17][C:16]([C:19]2([NH2:22])[CH2:21][CH2:20]2)=[CH:15][CH:14]=1. No catalyst specified. The product is [N:1]12[CH2:6][CH2:5][CH:4]([CH2:7][CH2:8]1)[CH:3]([CH2:9][C:10]([NH:22][C:19]1([C:16]3[CH:17]=[CH:18][C:13]([CH3:23])=[CH:14][CH:15]=3)[CH2:20][CH2:21]1)=[O:12])[CH2:2]2. The yield is 0.180.